This data is from Reaction yield outcomes from USPTO patents with 853,638 reactions. The task is: Predict the reaction yield, written as a fraction of the theoretical maximum amount of product (1.0 means a 100% yield; for example, 0.34 means a 34% yield). The reactants are [C:1](Cl)(=O)C.[S:5]1[CH:9]=[CH:8][C:7]([CH2:10][C:11]([OH:13])=[O:12])=[CH:6]1. The catalyst is CO. The product is [S:5]1[CH:9]=[CH:8][C:7]([CH2:10][C:11]([O:13][CH3:1])=[O:12])=[CH:6]1. The yield is 1.00.